Dataset: Catalyst prediction with 721,799 reactions and 888 catalyst types from USPTO. Task: Predict which catalyst facilitates the given reaction. (1) Reactant: [C:1]1([C:7]2[NH:11][N:10]=[C:9]([C:12]([NH:14][CH2:15][C:16]([OH:18])=O)=[O:13])[CH:8]=2)[CH:6]=[CH:5][CH:4]=[CH:3][CH:2]=1.CCN(C(C)C)C(C)C.C1C=CC2N(O)N=NC=2C=1.CCN=C=NCCCN(C)C.Cl.Cl.Cl.[CH3:52][C:53]1[C:58]([CH3:59])=[CH:57][CH:56]=[CH:55][C:54]=1[NH:60][CH:61]1[CH2:66][CH2:65][NH:64][CH2:63][CH2:62]1. Product: [CH3:52][C:53]1[C:58]([CH3:59])=[CH:57][CH:56]=[CH:55][C:54]=1[NH:60][CH:61]1[CH2:66][CH2:65][N:64]([C:16](=[O:18])[CH2:15][NH:14][C:12]([C:9]2[CH:8]=[C:7]([C:1]3[CH:2]=[CH:3][CH:4]=[CH:5][CH:6]=3)[NH:11][N:10]=2)=[O:13])[CH2:63][CH2:62]1. The catalyst class is: 18. (2) Reactant: [NH2:1][C:2]1[CH:3]=[CH:4][CH:5]=[C:6]2[C:11]=1[N:10]([CH2:12][C:13]1[CH:18]=[CH:17][CH:16]=[CH:15][N:14]=1)[C:9](=[O:19])[CH:8]([NH:20][C:21](=[O:41])[C@H:22]([NH:27][C:28](=[O:40])[C:29]([NH:32][C:33](=[O:39])[O:34][C:35]([CH3:38])([CH3:37])[CH3:36])([CH3:31])[CH3:30])[CH2:23][CH:24]([CH3:26])[CH3:25])[CH2:7]2.[CH:42](=O)[CH3:43].C(#N)C.C([BH3-])#N.[Na+]. Product: [CH2:42]([NH:1][C:2]1[CH:3]=[CH:4][CH:5]=[C:6]2[C:11]=1[N:10]([CH2:12][C:13]1[CH:18]=[CH:17][CH:16]=[CH:15][N:14]=1)[C:9](=[O:19])[CH:8]([NH:20][C:21](=[O:41])[C@H:22]([NH:27][C:28](=[O:40])[C:29]([NH:32][C:33](=[O:39])[O:34][C:35]([CH3:38])([CH3:37])[CH3:36])([CH3:30])[CH3:31])[CH2:23][CH:24]([CH3:25])[CH3:26])[CH2:7]2)[CH3:43]. The catalyst class is: 15. (3) Reactant: [CH2:1]([O:3][C:4]([C:6]1[CH:7]=[N:8][C:9]2[C:14]([C:15]=1Cl)=[CH:13][C:12]([F:17])=[CH:11][CH:10]=2)=[O:5])[CH3:2]. Product: [CH2:1]([O:3][C:4]([C:6]1[CH:7]=[N:8][C:9]2[C:14]([CH:15]=1)=[CH:13][C:12]([F:17])=[CH:11][CH:10]=2)=[O:5])[CH3:2]. The catalyst class is: 285. (4) Reactant: Cl.Cl.[NH2:3][CH2:4][CH2:5][C:6]1[N:10]([CH2:11][C:12]2[CH:19]=[CH:18][C:15]([C:16]#[N:17])=[C:14]([O:20][C:21]3[CH:26]=[CH:25][CH:24]=[C:23]([C:27]4([CH2:36][CH3:37])[CH2:33][CH2:32][CH2:31][CH2:30][N:29]([CH3:34])[C:28]4=[O:35])[CH:22]=3)[CH:13]=2)[C:9]([CH3:38])=[N:8][CH:7]=1.C(N(CC)CC)C.[C:46](Cl)(=[O:48])[CH3:47]. Product: [C:16]([C:15]1[CH:18]=[CH:19][C:12]([CH2:11][N:10]2[C:6]([CH2:5][CH2:4][NH:3][C:46](=[O:48])[CH3:47])=[CH:7][N:8]=[C:9]2[CH3:38])=[CH:13][C:14]=1[O:20][C:21]1[CH:26]=[CH:25][CH:24]=[C:23]([C:27]2([CH2:36][CH3:37])[CH2:33][CH2:32][CH2:31][CH2:30][N:29]([CH3:34])[C:28]2=[O:35])[CH:22]=1)#[N:17]. The catalyst class is: 2. (5) Reactant: [CH3:1][C:2]1[NH:3][C:4]2[C:9]([CH:10]=1)=[CH:8][C:7]([NH2:11])=[CH:6][CH:5]=2.[Cl:12]N1C(=O)CCC1=O. Product: [Cl:12][C:10]1[C:9]2[C:4](=[CH:5][CH:6]=[C:7]([NH2:11])[CH:8]=2)[NH:3][C:2]=1[CH3:1]. The catalyst class is: 303. (6) Reactant: [NH2:1][C:2]1[N:7]2[N:8]=[CH:9][C:10]([C@H:11]3[C@H:15]([OH:16])[C@H:14]([OH:17])[C@@H:13]([CH2:18][OH:19])[O:12]3)=[C:6]2[N:5]=[CH:4][N:3]=1.N1C=CN=C1.Cl[Si:26]([CH:39]([CH3:41])[CH3:40])([CH:36]([CH3:38])[CH3:37])[O:27][Si:28](Cl)([CH:32]([CH3:34])[CH3:33])[CH:29]([CH3:31])[CH3:30]. Product: [NH2:1][C:2]1[N:7]2[N:8]=[CH:9][C:10]([C@@H:11]3[O:12][C@H:13]4[C@@H:14]([O:17][Si:26]([CH:36]([CH3:38])[CH3:37])([CH:39]([CH3:41])[CH3:40])[O:27][Si:28]([CH:32]([CH3:34])[CH3:33])([CH:29]([CH3:30])[CH3:31])[O:19][CH2:18]4)[C@H:15]3[OH:16])=[C:6]2[N:5]=[CH:4][N:3]=1. The catalyst class is: 18. (7) Reactant: C[NH:2][C:3](=[O:23])[CH:4]([NH:15][CH2:16][CH:17]1[CH2:22][CH2:21][CH2:20][CH2:19][CH2:18]1)[CH2:5][C:6]1[CH:11]=[CH:10][C:9]([N+:12]([O-:14])=[O:13])=[CH:8][CH:7]=1.C(OC(OC(OC(C)(C)C)=O)=O)(C)(C)C.CCN=C=NCCCN(C)C.Cl.[C:51]([O:70]N)([C:64]1[CH:69]=[CH:68][CH:67]=[CH:66][CH:65]=1)([C:58]1[CH:63]=[CH:62][CH:61]=[CH:60][CH:59]=1)[C:52]1[CH:57]=[CH:56][CH:55]=[CH:54][CH:53]=1. Product: [CH:17]1([CH2:16][NH:15][C@@H:4]([CH2:5][C:6]2[CH:11]=[CH:10][C:9]([N+:12]([O-:14])=[O:13])=[CH:8][CH:7]=2)[C:3]([NH:2][O:70][C:51]([C:52]2[CH:57]=[CH:56][CH:55]=[CH:54][CH:53]=2)([C:64]2[CH:65]=[CH:66][CH:67]=[CH:68][CH:69]=2)[C:58]2[CH:59]=[CH:60][CH:61]=[CH:62][CH:63]=2)=[O:23])[CH2:22][CH2:21][CH2:20][CH2:19][CH2:18]1. The catalyst class is: 479.